Dataset: Full USPTO retrosynthesis dataset with 1.9M reactions from patents (1976-2016). Task: Predict the reactants needed to synthesize the given product. (1) Given the product [F:27][C:13]1[C:14]([NH:16][C:17]2[CH:18]=[C:19]3[C:24](=[CH:25][CH:26]=2)[N:23]=[CH:22][CH:21]=[CH:20]3)=[N:15][C:10]([NH:5][C:4]2[CH:6]=[CH:7][CH:8]=[C:2]([OH:1])[CH:3]=2)=[N:11][CH:12]=1, predict the reactants needed to synthesize it. The reactants are: [OH:1][C:2]1[CH:3]=[C:4]([CH:6]=[CH:7][CH:8]=1)[NH2:5].Cl[C:10]1[N:15]=[C:14]([NH:16][C:17]2[CH:18]=[C:19]3[C:24](=[CH:25][CH:26]=2)[N:23]=[CH:22][CH:21]=[CH:20]3)[C:13]([F:27])=[CH:12][N:11]=1. (2) Given the product [N+:8]([C:5]1[CH:6]=[CH:7][C:2]([N:14]([CH2:13][CH2:12][OH:11])[NH2:15])=[CH:3][CH:4]=1)([O-:10])=[O:9], predict the reactants needed to synthesize it. The reactants are: F[C:2]1[CH:7]=[CH:6][C:5]([N+:8]([O-:10])=[O:9])=[CH:4][CH:3]=1.[OH:11][CH2:12][CH2:13][NH:14][NH2:15].C([O-])([O-])=O.[K+].[K+]. (3) Given the product [Cl:1][C:2]1[CH:23]=[CH:22][C:5]([O:6][C:7]2[CH:8]=[CH:9][C:10]([C:13]3[N:18]=[C:17]([C:19]([NH2:38])=[O:20])[CH:16]=[CH:15][N:14]=3)=[CH:11][CH:12]=2)=[C:4]([F:24])[CH:3]=1, predict the reactants needed to synthesize it. The reactants are: [Cl:1][C:2]1[CH:23]=[CH:22][C:5]([O:6][C:7]2[CH:12]=[CH:11][C:10]([C:13]3[N:18]=[C:17]([C:19](O)=[O:20])[CH:16]=[CH:15][N:14]=3)=[CH:9][CH:8]=2)=[C:4]([F:24])[CH:3]=1.ClC1C=CC(OC2C=CC(C3N=C(C)C=C[N:38]=3)=CC=2)=C(F)C=1.[Se](=O)=O. (4) Given the product [F:22][C:23]([F:42])([F:41])[S:24]([O:21][C:18]1[CH2:17][CH2:16][C:15]2([O:14][CH2:13][CH2:12][O:11]2)[CH2:20][CH:19]=1)(=[O:26])=[O:25], predict the reactants needed to synthesize it. The reactants are: C[Si](C)(C)[N-][Si](C)(C)C.[Li+].[O:11]1[C:15]2([CH2:20][CH2:19][C:18](=[O:21])[CH2:17][CH2:16]2)[O:14][CH2:13][CH2:12]1.[F:22][C:23]([F:42])([F:41])[S:24](N(C1C=CC=CC=1)[S:24]([C:23]([F:42])([F:41])[F:22])(=[O:26])=[O:25])(=[O:26])=[O:25].